Dataset: Forward reaction prediction with 1.9M reactions from USPTO patents (1976-2016). Task: Predict the product of the given reaction. (1) Given the reactants [Br:1][C:2]1[CH:3]=[CH:4][C:5]([OH:29])=[C:6]([C:8]2(O)[C:16]3[C:11](=[CH:12][CH:13]=[CH:14][CH:15]=3)[N:10]([CH2:17][C:18]3[O:19][C:20]([C:23]([F:26])([F:25])[F:24])=[CH:21][CH:22]=3)[C:9]2=[O:27])[CH:7]=1.C1(C(C2C=CC=CC=2)N2C3C(=CC=CC=3)C(C3C(O)=CC4N(C)C(=O)COC=4C=3)(O)C2=O)C=CC=CC=1, predict the reaction product. The product is: [Br:1][C:2]1[CH:3]=[CH:4][C:5]([OH:29])=[C:6]([CH:8]2[C:16]3[C:11](=[CH:12][CH:13]=[CH:14][CH:15]=3)[N:10]([CH2:17][C:18]3[O:19][C:20]([C:23]([F:26])([F:25])[F:24])=[CH:21][CH:22]=3)[C:9]2=[O:27])[CH:7]=1. (2) Given the reactants [CH3:1][O:2][C:3]([C:5]1[C:10]([N:11](C(OC(C)(C)C)=O)C(OC(C)(C)C)=O)=[N:9][CH:8]=[C:7]([CH2:26][CH:27]([CH3:29])[CH3:28])[N:6]=1)=[O:4].FC(F)(F)C(O)=O.CCCCCCC.C(OCC)(=O)C, predict the reaction product. The product is: [CH3:1][O:2][C:3]([C:5]1[C:10]([NH2:11])=[N:9][CH:8]=[C:7]([CH2:26][CH:27]([CH3:29])[CH3:28])[N:6]=1)=[O:4]. (3) Given the reactants [CH2:1]([C@H:3]1[O:5][CH2:4]1)[Cl:2].[CH3:6][NH:7][SH:8](=[O:10])=[O:9].[NH:11]1[CH2:16]CN[CH2:13][CH2:12]1.[CH2:17](O)C, predict the reaction product. The product is: [Cl:2][CH2:1][C@@H:3]([OH:5])[CH2:4][N:11]1[CH2:12][CH2:13][N:7]([S:8]([CH3:17])(=[O:10])=[O:9])[CH2:6][CH2:16]1. (4) The product is: [CH2:22]([C:24]1[O:28][C:27]([CH2:29][CH2:30][NH:20][C:18]([NH:17][C:15]2[S:16][C:12]([C:4]3[CH:5]=[CH:6][C:7]([S:8]([CH3:11])(=[O:9])=[O:10])=[C:2]([F:1])[CH:3]=3)=[C:13]([CH3:21])[N:14]=2)=[O:19])=[N:26][CH:25]=1)[CH3:23]. Given the reactants [F:1][C:2]1[CH:3]=[C:4]([C:12]2[S:16][C:15]([NH:17][C:18]([NH2:20])=[O:19])=[N:14][C:13]=2[CH3:21])[CH:5]=[CH:6][C:7]=1[S:8]([CH3:11])(=[O:10])=[O:9].[CH2:22]([C:24]1[O:28][C:27]([CH2:29][CH2:30]N)=[N:26][CH:25]=1)[CH3:23].O1CCOCC1.CN(C=O)C, predict the reaction product. (5) Given the reactants [I:1][C:2]1[CH:3]=[C:4]([CH:13]=[CH:14][CH:15]=1)[CH2:5][C@:6]([CH3:12])([C:8]([O:10][CH3:11])=[O:9])[NH2:7].[O-:16][C:17]#[N:18].[Na+], predict the reaction product. The product is: [NH2:18][C:17]([NH:7][C@@:6]([CH3:12])([C:8]([O:10][CH3:11])=[O:9])[CH2:5][C:4]1[CH:13]=[CH:14][CH:15]=[C:2]([I:1])[CH:3]=1)=[O:16].